The task is: Regression/Classification. Given a drug SMILES string, predict its absorption, distribution, metabolism, or excretion properties. Task type varies by dataset: regression for continuous measurements (e.g., permeability, clearance, half-life) or binary classification for categorical outcomes (e.g., BBB penetration, CYP inhibition). Dataset: cyp2c19_veith.. This data is from CYP2C19 inhibition data for predicting drug metabolism from PubChem BioAssay. The compound is O=C(O)c1ccc([N+](=O)[O-])c(P(=O)(O)O)c1. The result is 0 (non-inhibitor).